From a dataset of Peptide-MHC class I binding affinity with 185,985 pairs from IEDB/IMGT. Regression. Given a peptide amino acid sequence and an MHC pseudo amino acid sequence, predict their binding affinity value. This is MHC class I binding data. (1) The peptide sequence is MLVSQALNSV. The MHC is HLA-A02:01 with pseudo-sequence HLA-A02:01. The binding affinity (normalized) is 0.872. (2) The binding affinity (normalized) is 0.0281. The MHC is HLA-A68:02 with pseudo-sequence HLA-A68:02. The peptide sequence is NPTQAPVIQLHAVY.